From a dataset of Forward reaction prediction with 1.9M reactions from USPTO patents (1976-2016). Predict the product of the given reaction. (1) Given the reactants [C:1]([C:3]1[CH:4]=[CH:5][CH:6]=[C:7]2[C:11]=1[C:10](=[O:12])[N:9]([CH:13]1[CH2:17][CH2:16][N:15](C(OC(C)(C)C)=O)[CH2:14]1)[CH2:8]2)#[N:2].Br.C(O)(=[O:28])C, predict the reaction product. The product is: [O:12]=[C:10]1[C:11]2[C:3]([C:1]([NH2:2])=[O:28])=[CH:4][CH:5]=[CH:6][C:7]=2[CH2:8][N:9]1[CH:13]1[CH2:17][CH2:16][NH:15][CH2:14]1. (2) Given the reactants [C:20]1([B-]([C:20]2[CH:25]=[CH:24][CH:23]=[CH:22][CH:21]=2)([C:20]2[CH:25]=[CH:24][CH:23]=[CH:22][CH:21]=2)[C:20]2[CH:25]=[CH:24][CH:23]=[CH:22][CH:21]=2)[CH:25]=[CH:24][CH:23]=[CH:22][CH:21]=1.C([PH+](C(C)(C)C)C)(C)(C)C.[C:36]1([CH3:64])[CH:41]=[CH:40][C:39]([B-]([C:39]2[CH:40]=[CH:41][C:36]([CH3:64])=[CH:37][CH:38]=2)([C:39]2[CH:40]=[CH:41][C:36]([CH3:64])=[CH:37][CH:38]=2)[C:39]2[CH:40]=[CH:41][C:36]([CH3:64])=[CH:37][CH:38]=2)=[CH:38][CH:37]=1.C([PH+](C(C)(C)C)C)(C)(C)C, predict the reaction product. The product is: [C:20]1([CH2:64][CH2:36][CH2:37][CH2:38][CH2:39][CH2:40][CH3:41])[CH:21]=[CH:22][CH:23]=[CH:24][CH:25]=1. (3) Given the reactants CC([N:5]([C@H:9]([CH2:19]O)[CH2:10][C:11]1[C:16]([F:17])=[CH:15][CH:14]=[CH:13][C:12]=1[F:18])[C:6](=[O:8])[O-:7])(C)C.[C:21]1(=[O:31])[NH:25][C:24](=[O:26])[C:23]2=[CH:27][CH:28]=[CH:29][CH:30]=[C:22]12.C1(P([C:45]2[CH:50]=[CH:49]C=CC=2)C2C=CC=CC=2)C=CC=CC=1.[CH3:51]COC(/N=N/C(OCC)=O)=O, predict the reaction product. The product is: [F:17][C:16]1[CH:15]=[CH:14][CH:13]=[C:12]([F:18])[C:11]=1[CH2:10][C@H:9]([NH:5][C:6](=[O:8])[O:7][C:50]([CH3:49])([CH3:45])[CH3:51])[CH2:19][N:25]1[C:21](=[O:31])[C:22]2[C:23](=[CH:27][CH:28]=[CH:29][CH:30]=2)[C:24]1=[O:26]. (4) Given the reactants FC(F)(F)C(O)=O.[NH2:8][C@@H:9]([CH:11]1[CH2:13][CH:12]1[C:14]#[N:15])[CH3:10].ON1C2C=CC=CC=2N=N1.CCN(C(C)C)C(C)C.[Cl:35][C:36]1[CH:44]=[C:43]2[C:39]([C:40]([C:46]3[N:47]=[C:48]4[C:54]([C:55](O)=[O:56])=[CH:53][N:52]([CH2:58][O:59][CH2:60][CH2:61][Si:62]([CH3:65])([CH3:64])[CH3:63])[C:49]4=[N:50][CH:51]=3)=[N:41][N:42]2[CH3:45])=[CH:38][CH:37]=1, predict the reaction product. The product is: [C:14]([CH:12]1[CH2:13][CH:11]1[C@H:9]([NH:8][C:55]([C:54]1[C:48]2[C:49](=[N:50][CH:51]=[C:46]([C:40]3[C:39]4[C:43](=[CH:44][C:36]([Cl:35])=[CH:37][CH:38]=4)[N:42]([CH3:45])[N:41]=3)[N:47]=2)[N:52]([CH2:58][O:59][CH2:60][CH2:61][Si:62]([CH3:65])([CH3:64])[CH3:63])[CH:53]=1)=[O:56])[CH3:10])#[N:15]. (5) Given the reactants C(N(CC)CC)C.[F:8][C:9]1[CH:17]=[CH:16][CH:15]=[C:14]([F:18])[C:10]=1[C:11](Cl)=[O:12].[CH3:19][O:20][C:21]1[CH:22]=[C:23]([CH:25]=[C:26]([O:28][CH3:29])[CH:27]=1)[NH2:24], predict the reaction product. The product is: [CH3:29][O:28][C:26]1[CH:25]=[C:23]([NH:24][C:11](=[O:12])[C:10]2[C:9]([F:8])=[CH:17][CH:16]=[CH:15][C:14]=2[F:18])[CH:22]=[C:21]([O:20][CH3:19])[CH:27]=1.